Predict the product of the given reaction. From a dataset of Forward reaction prediction with 1.9M reactions from USPTO patents (1976-2016). (1) Given the reactants [NH2:1][C:2]1[C:7]([C:8]#[N:9])=[CH:6][N:5]=[C:4]([Cl:10])[N:3]=1.[N-:11]=[N+:12]=[N-:13].[Na+].Cl.C(N(CC)CC)C.C1(C)C=CC=CC=1, predict the reaction product. The product is: [Cl:10][C:4]1[N:3]=[C:2]([NH2:1])[C:7]([C:8]2[NH:13][N:12]=[N:11][N:9]=2)=[CH:6][N:5]=1. (2) Given the reactants [Br:1][C:2]1[CH:11]=[C:10]2[C:5]([CH2:6][CH2:7][N:8]([CH2:16][C:17]([N:19]([C:28]([CH3:31])([CH3:30])[CH3:29])[CH2:20][CH2:21][C:22]([CH3:27])([CH3:26])[CH2:23][C:24]#[CH:25])=[O:18])[CH:9]2[CH2:12][O:13]CC)=[CH:4][C:3]=1[O:32][CH3:33].[OH-].[K+].[O:36]1CCOCC1.Cl, predict the reaction product. The product is: [Br:1][C:2]1[CH:11]=[C:10]2[C:5]([CH2:6][CH2:7][N:8]([CH2:16][C:17]([N:19]([C:28]([CH3:30])([CH3:31])[CH3:29])[CH2:20][CH2:21][C:22]([CH3:27])([CH3:26])[CH2:23][C:24]#[CH:25])=[O:18])[CH:9]2[C:12]([OH:36])=[O:13])=[CH:4][C:3]=1[O:32][CH3:33]. (3) Given the reactants [C:1](OC(OC(OC(C)(C)C)=O)=O)(OC(C)(C)C)=[O:2].[F:19][C:20]([F:34])([F:33])[C:21]1[CH:22]=[CH:23][C:24]([N:27]2[CH2:31][CH2:30][C@@H:29]([NH2:32])[CH2:28]2)=[N:25][CH:26]=1.[NH2:35][C:36]1[CH:45]=[CH:44][CH:43]=[C:42]2[C:37]=1[CH:38]=[CH:39][N:40]=[CH:41]2, predict the reaction product. The product is: [CH:41]1[C:42]2[C:37](=[C:36]([NH:35][C:1]([NH:32][C@@H:29]3[CH2:30][CH2:31][N:27]([C:24]4[CH:23]=[CH:22][C:21]([C:20]([F:19])([F:33])[F:34])=[CH:26][N:25]=4)[CH2:28]3)=[O:2])[CH:45]=[CH:44][CH:43]=2)[CH:38]=[CH:39][N:40]=1. (4) The product is: [CH3:1][O:2][C:3]1[CH:4]=[C:5]([CH:20]=[CH:21][C:22]=1[O:23][CH3:24])[CH2:6][N:7]1[C:8]([C:9]2[S:19][C:12]3[N:13]=[CH:14][N:15]=[C:16]([S:17][CH3:18])[C:11]=3[CH:10]=2)=[C:30]([C:29]2[CH:42]=[CH:43][CH:44]=[CH:27][CH:28]=2)[N:31]=[CH:32]1. Given the reactants [CH3:1][O:2][C:3]1[CH:4]=[C:5]([CH:20]=[CH:21][C:22]=1[O:23][CH3:24])[CH2:6][N:7]=[CH:8][C:9]1[S:19][C:12]2[N:13]=[CH:14][N:15]=[C:16]([S:17][CH3:18])[C:11]=2[CH:10]=1.CO[C:27]1[CH:28]=[C:29]([CH:42]=[CH:43][C:44]=1OC)[CH2:30][N:31]=[CH:32]C1SC2N=CN=CC=2C=1, predict the reaction product.